This data is from Reaction yield outcomes from USPTO patents with 853,638 reactions. The task is: Predict the reaction yield, written as a fraction of the theoretical maximum amount of product (1.0 means a 100% yield; for example, 0.34 means a 34% yield). The reactants are [Cl:1][C:2]1[CH:7]=[CH:6][CH:5]=[C:4]([CH3:8])[N:3]=1.ClC1C=CC=C(C(OO)=[O:17])C=1.C(=O)([O-])O.[Na+].[OH-].[Na+]. The catalyst is O.CO.ClCCl. The product is [Cl:1][C:2]1[N:3]=[C:4]([CH2:8][OH:17])[CH:5]=[CH:6][CH:7]=1. The yield is 0.180.